From a dataset of Full USPTO retrosynthesis dataset with 1.9M reactions from patents (1976-2016). Predict the reactants needed to synthesize the given product. Given the product [F:1][C:2]1[CH:8]=[CH:7][C:5]([N:6]([CH2:15][C:14]2[CH:17]=[CH:18][C:11]([O:10][CH3:9])=[C:12]([N+:19]([O-:21])=[O:20])[CH:13]=2)[CH2:15][C:14]2[CH:17]=[CH:18][C:11]([O:10][CH3:9])=[C:12]([N+:19]([O-:21])=[O:20])[CH:13]=2)=[CH:4][CH:3]=1, predict the reactants needed to synthesize it. The reactants are: [F:1][C:2]1[CH:8]=[CH:7][C:5]([NH2:6])=[CH:4][CH:3]=1.[CH3:9][O:10][C:11]1[CH:18]=[CH:17][C:14]([CH2:15]Br)=[CH:13][C:12]=1[N+:19]([O-:21])=[O:20].